From a dataset of Full USPTO retrosynthesis dataset with 1.9M reactions from patents (1976-2016). Predict the reactants needed to synthesize the given product. (1) Given the product [CH:1]1([C:4]2[N:13]=[C:12]([N:14]3[CH2:15][CH2:16][N:17]([C:20]4[CH:25]=[CH:24][C:23]([C:56]([F:59])([F:58])[F:57])=[CH:22][C:21]=4[O:27][CH3:28])[CH2:18][CH2:19]3)[C:11]3[C:6](=[CH:7][C:8]([O:31][CH3:32])=[C:9]([O:29][CH3:30])[CH:10]=3)[N:5]=2)[CH2:2][CH2:3]1, predict the reactants needed to synthesize it. The reactants are: [CH:1]1([C:4]2[N:13]=[C:12]([N:14]3[CH2:19][CH2:18][N:17]([C:20]4[CH:25]=[CH:24][C:23](F)=[CH:22][C:21]=4[O:27][CH3:28])[CH2:16][CH2:15]3)[C:11]3[C:6](=[CH:7][C:8]([O:31][CH3:32])=[C:9]([O:29][CH3:30])[CH:10]=3)[N:5]=2)[CH2:3][CH2:2]1.FC1C=CC(N2CCNCC2)=C(OC)C=1.COC1C=C([C:56]([F:59])([F:58])[F:57])C=CC=1N1CCNCC1. (2) The reactants are: [Cl:1][C:2]1[C:3]([CH2:21][O:22][C:23]2[CH:28]=[CH:27][C:26]([S:29]([CH3:32])(=[O:31])=[O:30])=[CH:25][CH:24]=2)=[N:4][CH:5]=[C:6]([C:8]2[CH2:9][CH2:10][N:11]([C:14]([O:16][C:17]([CH3:20])([CH3:19])[CH3:18])=[O:15])[CH2:12][CH:13]=2)[CH:7]=1. Given the product [Cl:1][C:2]1[C:3]([CH2:21][O:22][C:23]2[CH:24]=[CH:25][C:26]([S:29]([CH3:32])(=[O:31])=[O:30])=[CH:27][CH:28]=2)=[N:4][CH:5]=[C:6]([CH:8]2[CH2:9][CH2:10][N:11]([C:14]([O:16][C:17]([CH3:20])([CH3:19])[CH3:18])=[O:15])[CH2:12][CH2:13]2)[CH:7]=1, predict the reactants needed to synthesize it. (3) Given the product [NH2:1][C:2]1[N:10]=[CH:9][N:8]=[C:7]2[C:3]=1[N:4]=[CH:5][N:6]2[C@H:11]1[C@H:15]2[C@H:14]([O:18][C:17]([CH3:19])([CH3:20])[O:16]2)[C@@H:13]([CH2:21][N:22]([CH2:43][CH:40]2[CH2:42][CH2:41]2)[CH2:23][CH2:24][CH2:25][NH:26][C:27]([NH:29][C:30]2[CH:35]=[CH:34][C:33]([C:36]([CH3:39])([CH3:38])[CH3:37])=[CH:32][CH:31]=2)=[O:28])[O:12]1, predict the reactants needed to synthesize it. The reactants are: [NH2:1][C:2]1[N:10]=[CH:9][N:8]=[C:7]2[C:3]=1[N:4]=[CH:5][N:6]2[C@H:11]1[C@@H:15]2[O:16][C:17]([CH3:20])([CH3:19])[O:18][C@@H:14]2[C@@H:13]([CH2:21][NH:22][CH2:23][CH2:24][CH2:25][NH:26][C:27]([NH:29][C:30]2[CH:35]=[CH:34][C:33]([C:36]([CH3:39])([CH3:38])[CH3:37])=[CH:32][CH:31]=2)=[O:28])[O:12]1.[CH:40]1([CH:43]=O)[CH2:42][CH2:41]1.[BH-](OC(C)=O)(OC(C)=O)OC(C)=O.[Na+].C([O-])(O)=O.[Na+]. (4) The reactants are: [Br:1][C:2]1[CH:3]=[CH:4][CH:5]=[C:6]2[C:11]=1[C:10]([C:12]([OH:14])=O)=[CH:9][CH:8]=[CH:7]2.C(Cl)(=O)C(Cl)=O.Cl.[F:22][C:23]1[CH:28]=[CH:27][C:26]([CH:29]([OH:43])[CH:30]([NH2:42])[CH2:31][C:32]2[CH:37]=[CH:36][C:35]([C:38]([F:41])([F:40])[F:39])=[CH:34][CH:33]=2)=[CH:25][CH:24]=1.C(=O)([O-])O.[Na+]. Given the product [Br:1][C:2]1[CH:3]=[CH:4][CH:5]=[C:6]2[C:11]=1[C:10]([C:12]([NH:42][CH:30]([CH2:31][C:32]1[CH:37]=[CH:36][C:35]([C:38]([F:41])([F:39])[F:40])=[CH:34][CH:33]=1)[CH:29]([C:26]1[CH:27]=[CH:28][C:23]([F:22])=[CH:24][CH:25]=1)[OH:43])=[O:14])=[CH:9][CH:8]=[CH:7]2, predict the reactants needed to synthesize it. (5) Given the product [F:1][C:2]1[CH:8]=[C:7]([S:9][C:10]#[N:11])[CH:6]=[CH:5][C:3]=1[NH2:4], predict the reactants needed to synthesize it. The reactants are: [F:1][C:2]1[CH:8]=[CH:7][CH:6]=[CH:5][C:3]=1[NH2:4].[S-:9][C:10]#[N:11].[Na+].BrBr.C([O-])(O)=O.[Na+].